From a dataset of Forward reaction prediction with 1.9M reactions from USPTO patents (1976-2016). Predict the product of the given reaction. (1) Given the reactants [CH3:1][O:2][CH2:3][CH2:4][CH2:5][O:6][C:7]1[CH:12]=[CH:11][CH:10]=[C:9]([N+:13]([O-])=O)[CH:8]=1.O.O.[Sn](Cl)(Cl)(Cl)Cl.C(N(CC)CC)C, predict the reaction product. The product is: [CH3:1][O:2][CH2:3][CH2:4][CH2:5][O:6][C:7]1[CH:8]=[C:9]([CH:10]=[CH:11][CH:12]=1)[NH2:13]. (2) Given the reactants [N:1]1([CH2:6][C@@H:7]2[C@H:10]([NH:11]C(=O)OCC3C=CC=CC=3)[C:9](=[O:22])[NH:8]2)[CH:5]=[N:4][CH:3]=[N:2]1, predict the reaction product. The product is: [N:1]1([CH2:6][C@H:7]2[NH:8][C:9](=[O:22])[C@H:10]2[NH2:11])[CH:5]=[N:4][CH:3]=[N:2]1. (3) Given the reactants [Cl:1][C:2]1[CH:7]=[CH:6][N:5]=[CH:4][CH:3]=1.Cl.ClC1C=CN=CC=1.[Li+].CC([N-]C(C)C)C.[CH:24](OCC)=[O:25], predict the reaction product. The product is: [Cl:1][C:2]1[CH:7]=[CH:6][N:5]=[CH:4][C:3]=1[CH:24]=[O:25].